Dataset: Catalyst prediction with 721,799 reactions and 888 catalyst types from USPTO. Task: Predict which catalyst facilitates the given reaction. (1) Reactant: BrC1C=CC(O)=C(C2C=[CH:16][C:15]3[C:10](=[CH:11][CH:12]=[C:13]([C:18]4[N:22]([CH:23]5[CH2:28][CH2:27][CH2:26][CH2:25][CH2:24]5)[C:21]5[CH:29]=[CH:30][C:31]([C:33]([OH:35])=[O:34])=[CH:32][C:20]=5[N:19]=4)[CH:14]=3)[N:9]=2)C=1.[Cl:37][C:38]1[CH:43]=[CH:42][C:41]([C:44]2[C:48]([C:49](=O)[CH3:50])=[C:47]([CH3:52])[O:46][N:45]=2)=[CH:40][CH:39]=1.[OH-].[K+]. Product: [Cl:37][C:38]1[CH:43]=[CH:42][C:41]([C:44]2[C:48]([C:49]3[CH:50]=[CH:16][C:15]4[C:10](=[CH:11][CH:12]=[C:13]([C:18]5[N:22]([CH:23]6[CH2:24][CH2:25][CH2:26][CH2:27][CH2:28]6)[C:21]6[CH:29]=[CH:30][C:31]([C:33]([OH:35])=[O:34])=[CH:32][C:20]=6[N:19]=5)[CH:14]=4)[N:9]=3)=[C:47]([CH3:52])[O:46][N:45]=2)=[CH:40][CH:39]=1. The catalyst class is: 8. (2) Reactant: F[C:2]1[CH:7]=[CH:6][C:5]([CH3:8])=[CH:4][C:3]=1[S:9]([OH:12])(=[O:11])=[O:10].[NH:13]1[CH2:18][CH2:17][NH:16][CH2:15][CH2:14]1. Product: [N:13]1([C:2]2[CH:7]=[CH:6][C:5]([CH3:8])=[CH:4][C:3]=2[S:9]([OH:12])(=[O:11])=[O:10])[CH2:18][CH2:17][NH:16][CH2:15][CH2:14]1. The catalyst class is: 536. (3) Reactant: [CH3:1][O:2][C:3](=[O:15])[C:4]1[CH:9]=[C:8]([F:10])[CH:7]=[C:6]([N+:11]([O-:13])=[O:12])[C:5]=1[CH3:14].[Br:16]N1C(=O)CCC1=O.C1(=O)NC(=O)CC1. Product: [CH3:1][O:2][C:3](=[O:15])[C:4]1[CH:9]=[C:8]([F:10])[CH:7]=[C:6]([N+:11]([O-:13])=[O:12])[C:5]=1[CH2:14][Br:16]. The catalyst class is: 340. (4) Reactant: C(N(CC)CC)C.[C:8](Cl)(=[O:11])[CH2:9][CH3:10].[Si:13]([O:20][C:21]1[CH:26]=[C:25]([O:27][Si:28]([C:31]([CH3:34])([CH3:33])[CH3:32])([CH3:30])[CH3:29])[CH:24]=[CH:23][C:22]=1[CH:35]1[CH2:40][CH2:39][CH:38]([CH2:41][OH:42])[CH2:37][CH2:36]1)([C:16]([CH3:19])([CH3:18])[CH3:17])([CH3:15])[CH3:14]. Product: [C:8]([O:42][CH2:41][CH:38]1[CH2:37][CH2:36][CH:35]([C:22]2[CH:23]=[CH:24][C:25]([O:27][Si:28]([C:31]([CH3:33])([CH3:34])[CH3:32])([CH3:30])[CH3:29])=[CH:26][C:21]=2[O:20][Si:13]([C:16]([CH3:17])([CH3:18])[CH3:19])([CH3:15])[CH3:14])[CH2:40][CH2:39]1)(=[O:11])[CH2:9][CH3:10]. The catalyst class is: 119. (5) Reactant: C[O:2][C:3](=[O:13])[C:4]1[CH:9]=[CH:8][C:7]([C:10]#[N:11])=[CH:6][C:5]=1[CH3:12].O.[OH-].[Li+]. Product: [C:10]([C:7]1[CH:8]=[CH:9][C:4]([C:3]([OH:13])=[O:2])=[C:5]([CH3:12])[CH:6]=1)#[N:11]. The catalyst class is: 132. (6) Reactant: Cl.[CH2:2]1[CH2:6][O:5][C:4]2[CH:7]=[CH:8][C:9]3[CH2:10][CH2:11][C@@H:12]([CH2:14][CH2:15][NH2:16])[C:13]=3[C:3]1=2.C(=O)([O-])[O-].[Na+].[Na+].[C:23](Cl)(=[O:26])[CH2:24][CH3:25]. Product: [CH3:25][CH2:24][C:23]([NH:16][CH2:15][CH2:14][C@H:12]1[C:13]2[C:3]3[CH2:2][CH2:6][O:5][C:4]=3[CH:7]=[CH:8][C:9]=2[CH2:10][CH2:11]1)=[O:26]. The catalyst class is: 229.